Dataset: Forward reaction prediction with 1.9M reactions from USPTO patents (1976-2016). Task: Predict the product of the given reaction. (1) Given the reactants [C:1]([O:5][C:6](=[O:22])[NH:7][C:8]1[CH:13]=[C:12](Cl)[C:11]([C:15]([F:18])([F:17])[F:16])=[CH:10][C:9]=1[N+:19]([O-:21])=[O:20])([CH3:4])([CH3:3])[CH3:2].[C:23](=O)([O-])[O-].[K+].[K+].CB1OB(C)OB(C)O1, predict the reaction product. The product is: [C:1]([O:5][C:6](=[O:22])[NH:7][C:8]1[CH:13]=[C:12]([CH3:23])[C:11]([C:15]([F:18])([F:17])[F:16])=[CH:10][C:9]=1[N+:19]([O-:21])=[O:20])([CH3:4])([CH3:3])[CH3:2]. (2) Given the reactants [CH3:1][O:2][C:3]1[CH:9]=[CH:8][C:6]([NH2:7])=[CH:5][C:4]=1[CH3:10].C(O[CH:14]=[C:15]([C:21]([O:23][CH2:24][CH3:25])=[O:22])[C:16]([O:18][CH2:19][CH3:20])=[O:17])C, predict the reaction product. The product is: [CH3:1][O:2][C:3]1[CH:9]=[CH:8][C:6]([NH:7][CH:14]=[C:15]([C:16]([O:18][CH2:19][CH3:20])=[O:17])[C:21]([O:23][CH2:24][CH3:25])=[O:22])=[CH:5][C:4]=1[CH3:10]. (3) Given the reactants C([N:4]1[C@H:23]([C:24]2[CH:29]=[CH:28][C:27]([F:30])=[C:26]([C:31]#[N:32])[C:25]=2[CH3:33])[CH2:22][N:7]2[CH2:8][CH2:9][N:10]([C:12]([O:14][CH2:15][C:16]3[CH:21]=[CH:20][CH:19]=[CH:18][CH:17]=3)=[O:13])[CH2:11][C@H:6]2[CH2:5]1)C=C.CN1C(=O)CC(=O)N(C)C1=O.[C:53](O[C:53]([O:55][C:56]([CH3:59])([CH3:58])[CH3:57])=[O:54])([O:55][C:56]([CH3:59])([CH3:58])[CH3:57])=[O:54].C(N(CC)CC)C, predict the reaction product. The product is: [C:31]([C:26]1[C:25]([CH3:33])=[C:24]([C@@H:23]2[CH2:22][N:7]3[CH2:8][CH2:9][N:10]([C:12]([O:14][CH2:15][C:16]4[CH:21]=[CH:20][CH:19]=[CH:18][CH:17]=4)=[O:13])[CH2:11][C@H:6]3[CH2:5][N:4]2[C:53]([O:55][C:56]([CH3:57])([CH3:58])[CH3:59])=[O:54])[CH:29]=[CH:28][C:27]=1[F:30])#[N:32]. (4) Given the reactants NO.[C:3]([O:7][C:8]([N:10]1[CH2:15][CH2:14][CH:13]([CH2:16][O:17]S(C)(=O)=O)[CH2:12][CH2:11]1)=[O:9])([CH3:6])([CH3:5])[CH3:4].[NH2:22][C@@H:23]([CH2:28]O)[CH2:24][CH2:25][CH2:26][CH3:27], predict the reaction product. The product is: [C:3]([O:7][C:8]([N:10]1[CH2:15][CH2:14][CH:13]([CH2:16][O:17][CH2:28][C@H:23]([NH2:22])[CH2:24][CH2:25][CH2:26][CH3:27])[CH2:12][CH2:11]1)=[O:9])([CH3:6])([CH3:5])[CH3:4]. (5) Given the reactants [C:1]([O:5][C:6](=[O:18])[NH:7][C:8]1[C:13]([Br:14])=[CH:12][C:11]([N+:15]([O-])=O)=[CH:10][N:9]=1)([CH3:4])([CH3:3])[CH3:2].[Sn](Cl)(Cl)(Cl)Cl, predict the reaction product. The product is: [C:1]([O:5][C:6](=[O:18])[NH:7][C:8]1[C:13]([Br:14])=[CH:12][C:11]([NH2:15])=[CH:10][N:9]=1)([CH3:4])([CH3:2])[CH3:3]. (6) Given the reactants [F:1][CH2:2][CH:3]([OH:40])[CH2:4][O:5][C@H:6]1[CH2:11][CH2:10][C@H:9]([N:12]2[C:17](=[O:18])[C:16]([CH2:19][C:20]3[CH:25]=[CH:24][C:23]([C:26]4[C:27]([C:32]#[N:33])=[CH:28][CH:29]=[CH:30][CH:31]=4)=[CH:22][CH:21]=3)=[C:15]([CH2:34][CH2:35][CH3:36])[N:14]3[N:37]=[CH:38][N:39]=[C:13]23)[CH2:8][CH2:7]1.[CH3:41]C(OI1(OC(C)=O)(OC(C)=O)OC(=O)C2C=CC=CC1=2)=O.C(=O)([O-])O.[Na+].S([O-])([O-])(=O)=S.[Na+].[Na+], predict the reaction product. The product is: [F:1][CH2:2][C:3]1([CH2:4][O:5][C@H:6]2[CH2:11][CH2:10][C@H:9]([N:12]3[C:17](=[O:18])[C:16]([CH2:19][C:20]4[CH:25]=[CH:24][C:23]([C:26]5[C:27]([C:32]#[N:33])=[CH:28][CH:29]=[CH:30][CH:31]=5)=[CH:22][CH:21]=4)=[C:15]([CH2:34][CH2:35][CH3:36])[N:14]4[N:37]=[CH:38][N:39]=[C:13]34)[CH2:8][CH2:7]2)[CH2:41][O:40]1.